Task: Predict the product of the given reaction.. Dataset: Forward reaction prediction with 1.9M reactions from USPTO patents (1976-2016) (1) Given the reactants [Cl:1][C:2]1[CH:7]=[CH:6][C:5]([C:8]2([OH:35])[CH2:13][CH2:12][N:11]([CH2:14][CH2:15][CH:16]=[C:17]3[C:23]4[CH:24]=[CH:25][CH:26]=[N:27][C:22]=4[CH2:21][O:20][C:19]4[CH:28]=[CH:29][C:30]([OH:32])=[CH:31][C:18]3=4)[CH2:10][C:9]2([CH3:34])[CH3:33])=[CH:4][CH:3]=1.[H-].[Na+].Br[CH2:39][C:40]([O:42][CH3:43])=[O:41], predict the reaction product. The product is: [CH3:43][O:42][C:40](=[O:41])[CH2:39][O:32][C:30]1[CH:29]=[CH:28][C:19]2[O:20][CH2:21][C:22]3[N:27]=[CH:26][CH:25]=[CH:24][C:23]=3[C:17](=[CH:16][CH2:15][CH2:14][N:11]3[CH2:12][CH2:13][C:8]([C:5]4[CH:6]=[CH:7][C:2]([Cl:1])=[CH:3][CH:4]=4)([OH:35])[C:9]([CH3:33])([CH3:34])[CH2:10]3)[C:18]=2[CH:31]=1. (2) Given the reactants [F:1][C:2]([F:10])([F:9])[C:3](=O)[C:4]([O:6][CH3:7])=[O:5].[N+:11]([C:14]1[CH:15]=[C:16]([CH:18]=[CH:19][CH:20]=1)[NH2:17])([O-:13])=[O:12].C(O[BH-](OC(=O)C)OC(=O)C)(=O)C.[Na+].O, predict the reaction product. The product is: [F:1][C:2]([F:10])([F:9])[CH:3]([NH:17][C:16]1[CH:18]=[CH:19][CH:20]=[C:14]([N+:11]([O-:13])=[O:12])[CH:15]=1)[C:4]([O:6][CH3:7])=[O:5]. (3) Given the reactants Br[CH2:2][C:3]1[CH:8]=[CH:7][C:6]([C:9]([C:11]2[CH:16]=[CH:15][C:14]([Cl:17])=[CH:13][CH:12]=2)=[O:10])=[CH:5][C:4]=1[F:18].[NH:19]1[CH2:23][CH2:22][CH2:21][CH2:20]1.ClC1C=C(C(C2C=CC(CN3CCCC3)=CC=2)=O)C=CC=1, predict the reaction product. The product is: [Cl:17][C:14]1[CH:15]=[CH:16][C:11]([C:9]([C:6]2[CH:7]=[CH:8][C:3]([CH2:2][N:19]3[CH2:23][CH2:22][CH2:21][CH2:20]3)=[C:4]([F:18])[CH:5]=2)=[O:10])=[CH:12][CH:13]=1. (4) Given the reactants [NH2:1][C@H:2]([C:6]([OH:8])=[O:7])[CH2:3][CH2:4][OH:5].[OH-].[Na+].[C:11](O[C:11]([O:13][C:14]([CH3:17])([CH3:16])[CH3:15])=[O:12])([O:13][C:14]([CH3:17])([CH3:16])[CH3:15])=[O:12].O1CCOC[CH2:27]1.O, predict the reaction product. The product is: [CH3:27][O:7][C:6](=[O:8])[C@H:2]([CH2:3][CH2:4][OH:5])[NH:1][C:11]([O:13][C:14]([CH3:17])([CH3:16])[CH3:15])=[O:12]. (5) Given the reactants C([N:8]1[CH2:13][CH2:12][C:11]2[O:14][C:15]([C:17]3[CH:22]=[CH:21][C:20]([O:23]CC4C=CC=CC=4)=[CH:19][CH:18]=3)=[N:16][C:10]=2[CH2:9]1)C1C=CC=CC=1.C(OCC)(=O)C, predict the reaction product. The product is: [O:14]1[C:11]2[CH2:12][CH2:13][NH:8][CH2:9][C:10]=2[N:16]=[C:15]1[C:17]1[CH:22]=[CH:21][C:20]([OH:23])=[CH:19][CH:18]=1.